This data is from Catalyst prediction with 721,799 reactions and 888 catalyst types from USPTO. The task is: Predict which catalyst facilitates the given reaction. (1) Reactant: C1C(=O)N([Br:8])C(=O)C1.[C:9]([O:13][C:14](=[O:21])[NH:15][C:16]1[CH:20]=[CH:19][S:18][CH:17]=1)([CH3:12])([CH3:11])[CH3:10]. Product: [C:9]([O:13][C:14](=[O:21])[NH:15][C:16]1[CH:20]=[CH:19][S:18][C:17]=1[Br:8])([CH3:12])([CH3:10])[CH3:11]. The catalyst class is: 4. (2) Reactant: [F:1][C:2]1[CH:3]=[C:4]([CH:8]=[CH:9][C:10]=1[O:11][C:12]1[CH:17]=[C:16]([C:18]2[NH:19][C:20]([C:23]3[S:24][CH:25]=[CH:26][N:27]=3)=[CH:21][CH:22]=2)[CH:15]=[C:14]([O:28][C@@H:29]([CH3:33])[CH2:30][O:31][CH3:32])[CH:13]=1)[C:5]([OH:7])=O.N.CC[N:37]=C=NCCCN(C)C.Cl.C1C=CC2N(O)N=NC=2C=1.O. Product: [F:1][C:2]1[CH:3]=[C:4]([CH:8]=[CH:9][C:10]=1[O:11][C:12]1[CH:17]=[C:16]([C:18]2[NH:19][C:20]([C:23]3[S:24][CH:25]=[CH:26][N:27]=3)=[CH:21][CH:22]=2)[CH:15]=[C:14]([O:28][C@@H:29]([CH3:33])[CH2:30][O:31][CH3:32])[CH:13]=1)[C:5]([NH2:37])=[O:7]. The catalyst class is: 46. (3) Reactant: [CH3:1][C:2]([CH3:28])([CH3:27])[C@H:3]([NH:8][C:9]([C:11]1[N:12]=[C:13]([C:21]2[CH:26]=[CH:25][CH:24]=[CH:23][CH:22]=2)[N:14]2[CH2:20][CH2:19][CH2:18][NH:17][CH2:16][C:15]=12)=[O:10])[C:4]([NH:6][CH3:7])=[O:5].[CH2:29]([S:31](Cl)(=[O:33])=[O:32])[CH3:30]. Product: [CH3:1][C:2]([CH3:28])([CH3:27])[C@H:3]([NH:8][C:9]([C:11]1[N:12]=[C:13]([C:21]2[CH:22]=[CH:23][CH:24]=[CH:25][CH:26]=2)[N:14]2[CH2:20][CH2:19][CH2:18][N:17]([S:31]([CH2:29][CH3:30])(=[O:33])=[O:32])[CH2:16][C:15]=12)=[O:10])[C:4]([NH:6][CH3:7])=[O:5]. The catalyst class is: 2. (4) Reactant: [CH2:1]([O:8][C:9]1[CH:28]=[C:27]([Cl:29])[C:12]([CH2:13][C@@H:14]2[CH2:18][CH2:17][N:16]([C@H:19]3[CH2:24][CH2:23][C@H:22]([OH:25])[CH2:21][CH2:20]3)[C:15]2=[O:26])=[C:11]([Cl:30])[CH:10]=1)[C:2]1[CH:7]=[CH:6][CH:5]=[CH:4][CH:3]=1.N1C=CN=C1.[CH:36]([Si:39](Cl)([CH:43]([CH3:45])[CH3:44])[CH:40]([CH3:42])[CH3:41])([CH3:38])[CH3:37]. Product: [CH2:1]([O:8][C:9]1[CH:10]=[C:11]([Cl:30])[C:12]([CH2:13][C@@H:14]2[CH2:18][CH2:17][N:16]([C@H:19]3[CH2:20][CH2:21][C@H:22]([O:25][Si:39]([CH:43]([CH3:45])[CH3:44])([CH:40]([CH3:42])[CH3:41])[CH:36]([CH3:38])[CH3:37])[CH2:23][CH2:24]3)[C:15]2=[O:26])=[C:27]([Cl:29])[CH:28]=1)[C:2]1[CH:3]=[CH:4][CH:5]=[CH:6][CH:7]=1. The catalyst class is: 3. (5) The catalyst class is: 1. Product: [Br:1][C:2]1[CH:25]=[CH:24][C:5]([O:6][CH2:7][CH:8]2[CH2:13][CH2:12][N:11]([CH2:14][C:16]3([C:20]([F:21])([F:23])[F:22])[CH2:17][CH2:18][CH2:19]3)[CH2:10][CH2:9]2)=[C:4]([F:26])[CH:3]=1. Reactant: [Br:1][C:2]1[CH:25]=[CH:24][C:5]([O:6][CH2:7][CH:8]2[CH2:13][CH2:12][N:11]([C:14]([C:16]3([C:20]([F:23])([F:22])[F:21])[CH2:19][CH2:18][CH2:17]3)=O)[CH2:10][CH2:9]2)=[C:4]([F:26])[CH:3]=1.O. (6) Reactant: [F:1][C:2]1[CH:27]=[CH:26][C:5]([CH2:6][N:7]2[C:15]3[C:10](=[CH:11][CH:12]=[CH:13][CH:14]=3)[CH:9]=[C:8]2[C:16]([N:18]2[CH2:23][CH2:22][CH:21]([CH:24]=O)[CH2:20][CH2:19]2)=[O:17])=[CH:4][CH:3]=1.[CH2:28]([NH2:35])[C:29]1[CH:34]=[CH:33][CH:32]=[CH:31][CH:30]=1.C([BH3-])#N.[Na+].C(O)(=O)C. Product: [CH2:28]([NH:35][CH2:24][CH:21]1[CH2:22][CH2:23][N:18]([C:16]([C:8]2[N:7]([CH2:6][C:5]3[CH:26]=[CH:27][C:2]([F:1])=[CH:3][CH:4]=3)[C:15]3[C:10]([CH:9]=2)=[CH:11][CH:12]=[CH:13][CH:14]=3)=[O:17])[CH2:19][CH2:20]1)[C:29]1[CH:34]=[CH:33][CH:32]=[CH:31][CH:30]=1. The catalyst class is: 1. (7) Reactant: [C:1]([O:5][C:6]([N:8]1[CH2:12][C@H:11]([F:13])[C@@H:10]([O:14][CH3:15])[C@H:9]1[C:16]([OH:18])=O)=[O:7])([CH3:4])([CH3:3])[CH3:2].C(OC(N1C[C@@H](OC)[C@H](F)[C@H]1C(O)=O)=O)(C)(C)C.ClC(N(C)C)=C(C)C.[Br:45][C:46]1[C:47]([F:53])=[C:48]([CH:50]=[CH:51][CH:52]=1)[NH2:49].CCN(C(C)C)C(C)C. Product: [C:1]([O:5][C:6]([N:8]1[CH2:12][C@H:11]([F:13])[C@@H:10]([O:14][CH3:15])[C@H:9]1[C:16](=[O:18])[NH:49][C:48]1[CH:50]=[CH:51][CH:52]=[C:46]([Br:45])[C:47]=1[F:53])=[O:7])([CH3:2])([CH3:3])[CH3:4]. The catalyst class is: 2.